From a dataset of CYP2C9 inhibition data for predicting drug metabolism from PubChem BioAssay. Regression/Classification. Given a drug SMILES string, predict its absorption, distribution, metabolism, or excretion properties. Task type varies by dataset: regression for continuous measurements (e.g., permeability, clearance, half-life) or binary classification for categorical outcomes (e.g., BBB penetration, CYP inhibition). Dataset: cyp2c9_veith. (1) The drug is Cc1sc2nc(SCC(=O)C(C)(C)C)n(Cc3ccco3)c(=O)c2c1C. The result is 1 (inhibitor). (2) The molecule is Cc1cccc(CNc2ncncc2-c2ccc3c(c2)OCO3)c1. The result is 0 (non-inhibitor). (3) The compound is Cc1noc(C)c1-c1cncnc1NC1CC1. The result is 0 (non-inhibitor).